Dataset: Catalyst prediction with 721,799 reactions and 888 catalyst types from USPTO. Task: Predict which catalyst facilitates the given reaction. Reactant: [Cl:1][C:2]1[N:10]=[C:9]2[C:5]([N:6]([CH2:11][C:12]3[CH:17]=[CH:16][C:15]([C:18]([F:21])([F:20])[F:19])=[CH:14][CH:13]=3)[CH:7]=[N:8]2)=[C:4]([NH:22][C@@H:23]([CH:28]2[CH2:31][CH2:30][CH2:29]2)[CH2:24][CH2:25][CH2:26][OH:27])[N:3]=1.N1C=CN=C1.[C:37]([Si:41](Cl)([CH3:43])[CH3:42])([CH3:40])([CH3:39])[CH3:38]. Product: [Si:41]([O:27][CH2:26][CH2:25][CH2:24][C@@H:23]([NH:22][C:4]1[N:3]=[C:2]([Cl:1])[N:10]=[C:9]2[C:5]=1[N:6]([CH2:11][C:12]1[CH:13]=[CH:14][C:15]([C:18]([F:20])([F:21])[F:19])=[CH:16][CH:17]=1)[CH:7]=[N:8]2)[CH:28]1[CH2:31][CH2:30][CH2:29]1)([C:37]([CH3:40])([CH3:39])[CH3:38])([CH3:43])[CH3:42]. The catalyst class is: 2.